Dataset: Catalyst prediction with 721,799 reactions and 888 catalyst types from USPTO. Task: Predict which catalyst facilitates the given reaction. (1) Reactant: [C:1]([Si:5]([CH3:18])([CH3:17])[O:6][C@@H:7]1[CH2:15][C:14]2[C:9](=[CH:10][CH:11]=[CH:12][CH:13]=2)[C@H:8]1[NH2:16])([CH3:4])([CH3:3])[CH3:2].C(N(CC)CC)C.[CH3:26][S:27](Cl)(=[O:29])=[O:28]. Product: [C:1]([Si:5]([CH3:18])([CH3:17])[O:6][C@@H:7]1[CH2:15][C:14]2[C:9](=[CH:10][CH:11]=[CH:12][CH:13]=2)[C@H:8]1[NH:16][S:27]([CH3:26])(=[O:29])=[O:28])([CH3:4])([CH3:3])[CH3:2]. The catalyst class is: 2. (2) Reactant: [CH3:1][O:2][C:3]1[CH:4]=[C:5]([CH:13]=[CH:14][C:15]=1[O:16][CH3:17])[CH:6]=[C:7]1[CH2:11][CH2:10][CH2:9][C:8]1=[O:12].[Cl-:18].[CH3:19][N+:20](=[CH2:22])[CH3:21]. Product: [ClH:18].[CH3:1][O:2][C:3]1[CH:4]=[C:5]([CH:13]=[CH:14][C:15]=1[O:16][CH3:17])[CH:6]=[C:7]1[CH2:11][CH2:10][CH:9]([CH2:19][N:20]([CH3:22])[CH3:21])[C:8]1=[O:12]. The catalyst class is: 10. (3) Reactant: [CH:1]([C:4]1[CH:9]=[C:8]([C:10]2[C:11]([OH:19])=[C:12]([O:17][CH3:18])[CH:13]=[C:14]([CH3:16])[CH:15]=2)[C:7]([OH:20])=[CH:6][C:5]=1[CH3:21])([CH3:3])[CH3:2].C(N(CC)CC)C.Cl[P:30](Cl)[O:31][CH:32]1[CH:37]([CH:38]([CH3:40])[CH3:39])[CH2:36][CH2:35][CH:34]([CH3:41])[CH2:33]1. Product: [CH:1]([C:4]1[C:5]([CH3:21])=[CH:6][C:7]2[O:20][P:30]([O:31][CH:32]3[CH2:33][CH:34]([CH3:41])[CH2:35][CH2:36][CH:37]3[CH:38]([CH3:40])[CH3:39])[O:19][C:11]3[C:12]([O:17][CH3:18])=[CH:13][C:14]([CH3:16])=[CH:15][C:10]=3[C:8]=2[CH:9]=1)([CH3:3])[CH3:2]. The catalyst class is: 11.